The task is: Regression. Given two drug SMILES strings and cell line genomic features, predict the synergy score measuring deviation from expected non-interaction effect.. This data is from NCI-60 drug combinations with 297,098 pairs across 59 cell lines. (1) Drug 1: CC1=C2C(C(=O)C3(C(CC4C(C3C(C(C2(C)C)(CC1OC(=O)C(C(C5=CC=CC=C5)NC(=O)C6=CC=CC=C6)O)O)OC(=O)C7=CC=CC=C7)(CO4)OC(=O)C)O)C)OC(=O)C. Drug 2: CC1=C(C(=O)C2=C(C1=O)N3CC4C(C3(C2COC(=O)N)OC)N4)N. Cell line: OVCAR-4. Synergy scores: CSS=12.7, Synergy_ZIP=-4.95, Synergy_Bliss=-4.13, Synergy_Loewe=-5.82, Synergy_HSA=-4.94. (2) Drug 1: CCN(CC)CCNC(=O)C1=C(NC(=C1C)C=C2C3=C(C=CC(=C3)F)NC2=O)C. Drug 2: CC(C)(C#N)C1=CC(=CC(=C1)CN2C=NC=N2)C(C)(C)C#N. Cell line: MDA-MB-435. Synergy scores: CSS=8.20, Synergy_ZIP=-1.37, Synergy_Bliss=3.22, Synergy_Loewe=0.278, Synergy_HSA=0.484. (3) Drug 1: CS(=O)(=O)C1=CC(=C(C=C1)C(=O)NC2=CC(=C(C=C2)Cl)C3=CC=CC=N3)Cl. Synergy scores: CSS=30.2, Synergy_ZIP=-10.1, Synergy_Bliss=2.06, Synergy_Loewe=-26.1, Synergy_HSA=1.79. Cell line: UACC62. Drug 2: COC1=CC(=CC(=C1O)OC)C2C3C(COC3=O)C(C4=CC5=C(C=C24)OCO5)OC6C(C(C7C(O6)COC(O7)C8=CC=CS8)O)O. (4) Synergy scores: CSS=5.14, Synergy_ZIP=-3.20, Synergy_Bliss=-0.697, Synergy_Loewe=-28.8, Synergy_HSA=-7.78. Drug 1: CC1=C(C(CCC1)(C)C)C=CC(=CC=CC(=CC(=O)O)C)C. Drug 2: C1=NC2=C(N1)C(=S)N=CN2. Cell line: SW-620.